This data is from Human liver microsome stability data. The task is: Regression/Classification. Given a drug SMILES string, predict its absorption, distribution, metabolism, or excretion properties. Task type varies by dataset: regression for continuous measurements (e.g., permeability, clearance, half-life) or binary classification for categorical outcomes (e.g., BBB penetration, CYP inhibition). Dataset: hlm. The drug is COC(=O)N1CCC(n2ncc3c(N4CCOCC4)nc(-c4ccc(NC(=O)Nc5ccc(CCN6CCCC6)cc5)cc4)nc32)CC1. The result is 0 (unstable in human liver microsomes).